Dataset: Full USPTO retrosynthesis dataset with 1.9M reactions from patents (1976-2016). Task: Predict the reactants needed to synthesize the given product. (1) Given the product [Cl:36][C:24]1[CH:23]=[C:22]([NH:21][C:13]2[C:12]3[C:17](=[CH:18][CH:19]=[CH:20][C:11]=3[O:10][C@@H:9]([CH3:37])[CH2:8][NH:7][C:4](=[O:6])[CH2:3][O:2][CH3:1])[N:16]=[CH:15][N:14]=2)[CH:27]=[CH:26][C:25]=1[O:28][CH2:29][C:30]1[CH:35]=[CH:34][CH:33]=[CH:32][N:31]=1, predict the reactants needed to synthesize it. The reactants are: [CH3:1][O:2][CH2:3][C:4]([OH:6])=O.[NH2:7][CH2:8][C@H:9]([CH3:37])[O:10][C:11]1[CH:20]=[CH:19][CH:18]=[C:17]2[C:12]=1[C:13]([NH:21][C:22]1[CH:27]=[CH:26][C:25]([O:28][CH2:29][C:30]3[CH:35]=[CH:34][CH:33]=[CH:32][N:31]=3)=[C:24]([Cl:36])[CH:23]=1)=[N:14][CH:15]=[N:16]2. (2) Given the product [CH3:1][C:2]1[N:3]=[CH:4][C:5]([C:18]2[S:22][C:21]([C:23]([O:25][CH2:26][CH3:27])=[O:24])=[CH:20][CH:19]=2)=[CH:6][N:7]=1, predict the reactants needed to synthesize it. The reactants are: [CH3:1][C:2]1[N:7]=[CH:6][C:5](B2OC(C)(C)C(C)(C)O2)=[CH:4][N:3]=1.Br[C:18]1[S:22][C:21]([C:23]([O:25][CH2:26][CH3:27])=[O:24])=[CH:20][CH:19]=1.C([O-])([O-])=O.[Na+].[Na+].O. (3) Given the product [CH3:32][C@H:27]1[CH2:28][C:29]([CH3:31])=[CH:30][C@@H:4]([CH2:1][CH:2]=[CH2:3])[C:5](=[O:68])[CH2:6][C@H:7]([OH:67])[C@@H:8]([CH3:66])[C@@H:9](/[C:43](/[CH3:65])=[CH:44]/[C@H:45]2[CH2:46][C@@H:47]([O:63][CH3:64])[C@H:48]([OH:51])[CH2:49][CH2:50]2)[O:10][C:11](=[O:42])[C@H:12]2[N:17]([CH2:16][CH2:15][CH2:14][CH2:13]2)[C:18](=[O:41])[C:19](=[O:40])[C@:20]2([OH:39])[O:35][C@@H:24]([C@@H:23]([O:36][CH3:37])[CH2:22][C@H:21]2[CH3:38])[C@@H:25]([O:33][CH3:34])[CH2:26]1, predict the reactants needed to synthesize it. The reactants are: [CH2:1]([CH:4]1[CH:30]=[C:29]([CH3:31])[CH2:28][CH:27]([CH3:32])[CH2:26][CH:25]([O:33][CH3:34])[CH:24]2[O:35][C:20]([OH:39])([CH:21]([CH3:38])[CH2:22][CH:23]2[O:36][CH3:37])[C:19](=[O:40])[C:18](=[O:41])[N:17]2[CH:12]([CH2:13][CH2:14][CH2:15][CH2:16]2)[C:11](=[O:42])[O:10][CH:9]([C:43]([CH3:65])=[CH:44][CH:45]2[CH2:50][CH2:49][CH:48]([O:51]C(=O)CCCCCCC(O)=O)[CH:47]([O:63][CH3:64])[CH2:46]2)[CH:8]([CH3:66])[CH:7]([OH:67])[CH2:6][C:5]1=[O:68])[CH:2]=[CH2:3].CCN=C=NCCCN(C)C.ON1C2C=CC=CC=2N=N1.C1C=C2C(C(O)(O)C(=O)C2=CC=1)=O.C(OC(=O)C)(=O)C.CN(C)C=O.